From a dataset of Full USPTO retrosynthesis dataset with 1.9M reactions from patents (1976-2016). Predict the reactants needed to synthesize the given product. (1) Given the product [CH2:28]([O:27][C:18]1[CH:17]=[C:16]2[C:21](=[C:20]3[CH2:22][C:23]([CH3:26])([CH3:25])[O:24][C:19]=13)[C:12]([C:10]1[CH:9]=[CH:8][C:3]([C:4]([O:6][CH3:7])=[O:5])=[C:2]([NH:1][C:38](=[O:39])[CH2:37][C:35]3[S:34][CH:33]=[CH:32][CH:36]=3)[CH:11]=1)=[N:13][C:14]([CH3:30])([CH3:31])[CH2:15]2)[CH3:29], predict the reactants needed to synthesize it. The reactants are: [NH2:1][C:2]1[CH:11]=[C:10]([C:12]2[C:21]3[C:16](=[CH:17][C:18]([O:27][CH2:28][CH3:29])=[C:19]4[O:24][C:23]([CH3:26])([CH3:25])[CH2:22][C:20]4=3)[CH2:15][C:14]([CH3:31])([CH3:30])[N:13]=2)[CH:9]=[CH:8][C:3]=1[C:4]([O:6][CH3:7])=[O:5].[CH:32]1[CH:36]=[C:35]([CH2:37][C:38](Cl)=[O:39])[S:34][CH:33]=1. (2) Given the product [Cl:3][C:2]1[N:1]=[C:8]([S:28][CH2:27][C:21]2[CH:22]=[CH:23][CH:24]=[C:25]([F:26])[C:20]=2[F:19])[N:7]=[C:5]([NH:13][C@H:16]([CH3:17])[CH2:18][OH:29])[N:4]=1, predict the reactants needed to synthesize it. The reactants are: [N:1]1[C:8](Cl)=[N:7][C:5](Cl)=[N:4][C:2]=1[Cl:3].C([N:13]([CH:16]([CH3:18])[CH3:17])CC)(C)C.[F:19][C:20]1[C:25]([F:26])=[CH:24][CH:23]=[CH:22][C:21]=1[CH2:27][SH:28].[O:29]1CCCC1.